Task: Predict the product of the given reaction.. Dataset: Forward reaction prediction with 1.9M reactions from USPTO patents (1976-2016) (1) Given the reactants [F:1][C:2]1[CH:7]=[C:6]([F:8])[CH:5]=[CH:4][C:3]=1[C@:9]12[CH2:18][O:17][C@@H:16]([C:19]3[O:20][CH:21]=[CH:22][N:23]=3)[CH2:15][C@H:14]1[C@@H:13]([CH3:24])[S:12][C:11]([NH:25]C(=O)C1C=CC=CC=1)=[N:10]2.FC1C=C(F)C=CC=1[C@]12CO[C@@H](C3OC=CN=3)C[C@H]1CSC(N)=N2, predict the reaction product. The product is: [F:1][C:2]1[CH:7]=[C:6]([F:8])[CH:5]=[CH:4][C:3]=1[C@:9]12[CH2:18][O:17][C@@H:16]([C:19]3[O:20][CH:21]=[CH:22][N:23]=3)[CH2:15][C@H:14]1[C@@H:13]([CH3:24])[S:12][C:11]([NH2:25])=[N:10]2. (2) Given the reactants Br[C:2]1[CH:3]=[C:4]2[C:9](=[CH:10][CH:11]=1)[N:8]=[CH:7][C:6]([C:12]#[N:13])=[C:5]2[NH:14][C:15]1[CH:20]=[CH:19][C:18]([F:21])=[C:17]([Cl:22])[CH:16]=1.[C:23]([NH2:31])(=[O:30])[C:24]1[CH:29]=[CH:28][CH:27]=[CH:26][CH:25]=1.[O-]P([O-])([O-])=O.[K+].[K+].[K+].N[C@@H]1CCCC[C@H]1N, predict the reaction product. The product is: [Cl:22][C:17]1[CH:16]=[C:15]([NH:14][C:5]2[C:4]3[C:9](=[CH:10][CH:11]=[C:2]([NH:31][C:23](=[O:30])[C:24]4[CH:29]=[CH:28][CH:27]=[CH:26][CH:25]=4)[CH:3]=3)[N:8]=[CH:7][C:6]=2[C:12]#[N:13])[CH:20]=[CH:19][C:18]=1[F:21]. (3) The product is: [CH2:20]([O:19][C:14]1[CH:15]=[C:16]2[C:11](=[CH:12][CH:13]=1)[NH:10][C:9]1[CH:8]([C:22]3[CH:27]=[CH:26][CH:25]=[C:24]([OH:28])[CH:23]=3)[N:7]3[C:29](=[O:30])[N:4]([CH2:3][CH2:2][NH:34][CH3:33])[C:5](=[O:32])[C:6]3([CH3:31])[CH2:18][C:17]2=1)[CH3:21]. Given the reactants Br[CH2:2][CH2:3][N:4]1[C:29](=[O:30])[N:7]2[CH:8]([C:22]3[CH:27]=[CH:26][CH:25]=[C:24]([OH:28])[CH:23]=3)[C:9]3[NH:10][C:11]4[C:16]([C:17]=3[CH2:18][C:6]2([CH3:31])[C:5]1=[O:32])=[CH:15][C:14]([O:19][CH2:20][CH3:21])=[CH:13][CH:12]=4.[CH3:33][NH2:34], predict the reaction product. (4) Given the reactants [ClH:1].[NH:2]1[CH2:5][CH:4]([C:6]2[CH:13]=[CH:12][C:9](C#N)=[CH:8][CH:7]=2)[CH2:3]1.[Cl:14]C1C=CC(B(O)O)=CC=1, predict the reaction product. The product is: [ClH:14].[Cl:1][C:9]1[CH:12]=[CH:13][C:6]([CH:4]2[CH2:5][NH:2][CH2:3]2)=[CH:7][CH:8]=1. (5) The product is: [Br:15][C:7]1[CH:8]=[C:9]([C:11]([O:13][CH3:14])=[O:12])[S:10][C:6]=1[Cl:5]. Given the reactants [Cl-].[Al+3].[Cl-].[Cl-].[Cl:5][C:6]1[S:10][C:9]([C:11]([O:13][CH3:14])=[O:12])=[CH:8][CH:7]=1.[Br:15]Br, predict the reaction product. (6) Given the reactants COCCOC[O:7][C:8]1[CH:13]=[CH:12][C:11]([C:14]2[N:19]=[C:18]([C:20]#[N:21])[C:17]3[N:22]=[N:23][N:24]([CH3:25])[C:16]=3[CH:15]=2)=[CH:10][C:9]=1[C:26]([F:29])([F:28])[F:27].Cl.CCOC(C)=O.N, predict the reaction product. The product is: [OH:7][C:8]1[CH:13]=[CH:12][C:11]([C:14]2[N:19]=[C:18]([C:20]#[N:21])[C:17]3[N:22]=[N:23][N:24]([CH3:25])[C:16]=3[CH:15]=2)=[CH:10][C:9]=1[C:26]([F:29])([F:28])[F:27]. (7) Given the reactants [Si]([O:8][CH2:9][CH2:10]/[CH:11]=[CH:12]/[C:13]1[N:18]=[C:17]([NH2:19])[N:16]=[C:15]([NH:20][C:21]2[CH:26]=[CH:25][C:24]([O:27][C:28]3[CH:33]=[CH:32][N:31]=[C:30]([C:34]([F:37])([F:36])[F:35])[CH:29]=3)=[CH:23][CH:22]=2)[CH:14]=1)(C(C)(C)C)(C)C.C(O)(C(F)(F)F)=O, predict the reaction product. The product is: [NH2:19][C:17]1[N:18]=[C:13](/[CH:12]=[CH:11]/[CH2:10][CH2:9][OH:8])[CH:14]=[C:15]([NH:20][C:21]2[CH:22]=[CH:23][C:24]([O:27][C:28]3[CH:33]=[CH:32][N:31]=[C:30]([C:34]([F:37])([F:36])[F:35])[CH:29]=3)=[CH:25][CH:26]=2)[N:16]=1. (8) Given the reactants C(OC([N:8]1[CH2:13][CH2:12][N:11]([C:14]2[C:15]3[C:30]([O:31][CH3:32])=[CH:29][N:28]=[CH:27][C:16]=3[N:17]=[C:18]([C:20]3[CH:25]=[CH:24][N:23]=[C:22](Cl)[CH:21]=3)[N:19]=2)[CH2:10][CH2:9]1)=O)(C)(C)C.[F:33][C:34]1[C:39]([F:40])=[CH:38][CH:37]=[C:36]([F:41])[C:35]=1[NH2:42], predict the reaction product. The product is: [CH3:32][O:31][C:30]1[C:15]2[C:14]([N:11]3[CH2:12][CH2:13][NH:8][CH2:9][CH2:10]3)=[N:19][C:18]([C:20]3[CH:25]=[CH:24][N:23]=[C:22]([NH:42][C:35]4[C:36]([F:41])=[CH:37][CH:38]=[C:39]([F:40])[C:34]=4[F:33])[CH:21]=3)=[N:17][C:16]=2[CH:27]=[N:28][CH:29]=1. (9) Given the reactants ON=[C:3]1[CH2:15][C:5]2([C:13]3[C:8](=[CH:9][CH:10]=[CH:11][CH:12]=3)[NH:7][C:6]2=[O:14])[CH2:4]1.[NH3:16], predict the reaction product. The product is: [NH2:16][N:7]1[C:8]2[C:13](=[CH:12][CH:11]=[CH:10][CH:9]=2)[C:5]2([CH2:15][CH2:3][CH2:4]2)[C:6]1=[O:14]. (10) Given the reactants Br[C:2]1[CH:11]=[CH:10][C:5]([C:6]([O:8][CH3:9])=[O:7])=[CH:4][N:3]=1.[O:12]1[CH2:16][CH2:15][NH:14][C:13]1=[O:17], predict the reaction product. The product is: [CH3:9][O:8][C:6](=[O:7])[C:5]1[CH:10]=[CH:11][C:2]([N:14]2[CH2:15][CH2:16][O:12][C:13]2=[O:17])=[N:3][CH:4]=1.